Dataset: Reaction yield outcomes from USPTO patents with 853,638 reactions. Task: Predict the reaction yield, written as a fraction of the theoretical maximum amount of product (1.0 means a 100% yield; for example, 0.34 means a 34% yield). (1) The reactants are [CH2:1]([C:5]1[C:10]([CH2:11][NH2:12])=[C:9]([C:13]2[CH:18]=[CH:17][C:16]([CH3:19])=[CH:15][CH:14]=2)[C:8]([S:20]([C:23]2[CH:28]=[CH:27][C:26]([CH3:29])=[CH:25][CH:24]=2)(=[O:22])=[O:21])=[C:7]([CH3:30])[N:6]=1)[CH:2]([CH3:4])[CH3:3].O.[C:32]1([CH3:42])[CH:37]=[CH:36][C:35]([S:38]([OH:41])(=[O:40])=[O:39])=[CH:34][CH:33]=1. The catalyst is C(O)C. The product is [CH3:42][C:32]1[CH:33]=[CH:34][C:35]([S:38]([OH:41])(=[O:40])=[O:39])=[CH:36][CH:37]=1.[CH2:1]([C:5]1[C:10]([CH2:11][NH2:12])=[C:9]([C:13]2[CH:18]=[CH:17][C:16]([CH3:19])=[CH:15][CH:14]=2)[C:8]([S:20]([C:23]2[CH:28]=[CH:27][C:26]([CH3:29])=[CH:25][CH:24]=2)(=[O:21])=[O:22])=[C:7]([CH3:30])[N:6]=1)[CH:2]([CH3:4])[CH3:3]. The yield is 0.630. (2) The reactants are [CH3:1][S:2][C:3]1[CH:4]=[C:5]([N:9]2[CH:14]=[CH:13][C:12](=[O:15])[C:11]([C:16]3[N:20]([C:21]4[CH:26]=[CH:25][CH:24]=[CH:23][CH:22]=4)[N:19]=[CH:18][CH:17]=3)=[N:10]2)[CH:6]=[CH:7][CH:8]=1.CSC1C=C(N2C=CC(=[O:41])C(C3C=CN(C4C=CC=CC=4)N=3)=N2)C=CC=1.C(=O)(O)[O-].[Na+].ClC1C=C(C=CC=1)C(OO)=O. The catalyst is C(Cl)Cl. The product is [CH3:1][S:2]([C:3]1[CH:4]=[C:5]([N:9]2[CH:14]=[CH:13][C:12](=[O:15])[C:11]([C:16]3[N:20]([C:21]4[CH:26]=[CH:25][CH:24]=[CH:23][CH:22]=4)[N:19]=[CH:18][CH:17]=3)=[N:10]2)[CH:6]=[CH:7][CH:8]=1)=[O:41]. The yield is 0.450. (3) The reactants are [NH2:1][C:2]1[CH:3]=[C:4]([CH:8]=[CH:9][C:10]=1[NH2:11])[C:5]([OH:7])=[O:6].[N:12]([CH3:15])=[C:13]=[S:14].O1CCC[CH2:17]1. No catalyst specified. The product is [NH2:11][C:10]1[CH:9]=[CH:8][C:4]([C:5]([O:7][CH3:17])=[O:6])=[CH:3][C:2]=1[NH:1][C:13]([NH:12][CH3:15])=[S:14]. The yield is 0.560. (4) The reactants are [Cl-].O[NH3+].[C:4](=[O:7])([O-])[OH:5].[Na+].[Cl:9][C:10]1[S:14][C:13]([C:15](=[O:45])[CH2:16][N:17]2[C:22](=[O:23])[C:21]3[CH:24]=[C:25]([CH2:27][CH3:28])[S:26][C:20]=3[N:19]([CH2:29][C:30]3[CH:35]=[CH:34][C:33]([C:36]4[C:37]([C:42]#[N:43])=[CH:38][CH:39]=[CH:40][CH:41]=4)=[CH:32][CH:31]=3)[C:18]2=[O:44])=[CH:12][CH:11]=1.[N:46]12CCCN=C1CCCCC2. The catalyst is C(Cl)(Cl)Cl.C(Cl)Cl.CS(C)=O. The product is [Cl:9][C:10]1[S:14][C:13]([C:15](=[O:45])[CH2:16][N:17]2[C:22](=[O:23])[C:21]3[CH:24]=[C:25]([CH2:27][CH3:28])[S:26][C:20]=3[N:19]([CH2:29][C:30]3[CH:35]=[CH:34][C:33]([C:36]4[CH:41]=[CH:40][CH:39]=[CH:38][C:37]=4[C:42]4[NH:46][C:4](=[O:7])[O:5][N:43]=4)=[CH:32][CH:31]=3)[C:18]2=[O:44])=[CH:12][CH:11]=1. The yield is 0.360. (5) The reactants are [Cl:1][C:2]1[CH:3]=[C:4]([NH:8][C:9]2[N:14]=[C:13]([C:15]3[CH:16]=[N:17][C:18](Cl)=[CH:19][CH:20]=3)[CH:12]=[CH:11][N:10]=2)[CH:5]=[CH:6][CH:7]=1.[CH3:22][O:23][CH2:24][CH2:25][NH2:26].N12CCCN=C1CCCCC2.Cl.CN(C)[CH:41]=[O:42]. The catalyst is [C-]#[O+].[C-]#[O+].[C-]#[O+].[C-]#[O+].[C-]#[O+].[C-]#[O+].[Mo].C1C=CC([P]([Pd]([P](C2C=CC=CC=2)(C2C=CC=CC=2)C2C=CC=CC=2)([P](C2C=CC=CC=2)(C2C=CC=CC=2)C2C=CC=CC=2)[P](C2C=CC=CC=2)(C2C=CC=CC=2)C2C=CC=CC=2)(C2C=CC=CC=2)C2C=CC=CC=2)=CC=1. The product is [Cl:1][C:2]1[CH:3]=[C:4]([NH:8][C:9]2[N:14]=[C:13]([C:15]3[CH:20]=[CH:19][C:18]([C:41]([NH:26][CH2:25][CH2:24][O:23][CH3:22])=[O:42])=[N:17][CH:16]=3)[CH:12]=[CH:11][N:10]=2)[CH:5]=[CH:6][CH:7]=1. The yield is 0.0800. (6) The reactants are Br[C:2]1[CH:3]=[C:4]2[C:9](=[N:10][CH:11]=1)[NH:8][C:7](=[O:12])[CH:6]([C:13]([O:15][CH3:16])=[O:14])[CH2:5]2.C(#N)CC.CCN(C(C)C)C(C)C.[C:30]([O:34][C:35]([CH3:38])([CH3:37])[CH3:36])(=[O:33])[CH:31]=[CH2:32].C1(C)C=CC=CC=1P(C1C=CC=CC=1C)C1C=CC=CC=1C. The catalyst is CN(C=O)C.C([O-])(=O)C.[Pd+2].C([O-])(=O)C. The product is [C:35]([O:34][C:30](=[O:33])/[CH:31]=[CH:32]/[C:2]1[CH:3]=[C:4]2[C:9](=[N:10][CH:11]=1)[NH:8][C:7](=[O:12])[CH:6]([C:13]([O:15][CH3:16])=[O:14])[CH2:5]2)([CH3:38])([CH3:37])[CH3:36]. The yield is 0.320. (7) The reactants are [NH:1]1[C:9]2[C:4](=[CH:5][CH:6]=[CH:7][CH:8]=2)[CH:3]=[CH:2]1.[OH-].[K+].Br[CH:13]([OH:15])[CH3:14]. The catalyst is CS(C)=O. The product is [OH:15][CH2:13][CH2:14][N:1]1[C:9]2[C:4](=[CH:5][CH:6]=[CH:7][CH:8]=2)[CH:3]=[CH:2]1. The yield is 0.730.